This data is from Full USPTO retrosynthesis dataset with 1.9M reactions from patents (1976-2016). The task is: Predict the reactants needed to synthesize the given product. (1) Given the product [Cl:28][C:29]1[CH:36]=[CH:35][C:32]([CH2:33][NH:34][C:23]([C:20]2[C:21](=[O:22])[C:10]3[C:11]4[N:12]([CH:19]=2)[CH2:13][C:14]([NH:34][CH2:33][C:32]2[CH:35]=[CH:36][C:29]([Cl:28])=[CH:30][CH:31]=2)=[N:15][C:16]=4[CH:17]=[C:8]([CH2:7][N:1]2[CH2:2][CH2:3][O:4][CH2:5][CH2:6]2)[CH:9]=3)=[O:25])=[CH:31][CH:30]=1, predict the reactants needed to synthesize it. The reactants are: [N:1]1([CH2:7][C:8]2[CH:9]=[C:10]3[C:21](=[O:22])[C:20]([C:23]([O:25]CC)=O)=[CH:19][N:12]4[CH2:13][C:14](=O)[NH:15][C:16]([CH:17]=2)=[C:11]34)[CH2:6][CH2:5][O:4][CH2:3][CH2:2]1.[Cl:28][C:29]1[CH:36]=[CH:35][C:32]([CH2:33][NH2:34])=[CH:31][CH:30]=1. (2) Given the product [Cl:11][CH2:7][C:8]1[CH:9]=[C:4]([N+:1]([O-:3])=[O:2])[CH:5]=[CH:6][C:16]=1[OH:15], predict the reactants needed to synthesize it. The reactants are: [N+:1]([C:4]1[CH:9]=[CH:8][C:7](O)=[CH:6][CH:5]=1)([O-:3])=[O:2].[ClH:11].COC[O:15][CH3:16]. (3) Given the product [CH:1]1([C:43]2[C:48]([C:49]3[CH:50]=[CH:51][C:52]([F:55])=[CH:53][CH:54]=3)=[C:47]([F:56])[C:46]([O:57][CH2:58][CH3:59])=[C:45]([CH:60]=[O:61])[CH:44]=2)[CH2:3][CH2:2]1, predict the reactants needed to synthesize it. The reactants are: [CH:1]1(B(O)O)[CH2:3][CH2:2]1.C1(P(C2CCCCC2)C2C=CC=CC=2C2C(OC)=CC=CC=2OC)CCCCC1.C(=O)([O-])[O-].[Na+].[Na+].Br[C:43]1[C:48]([C:49]2[CH:54]=[CH:53][C:52]([F:55])=[CH:51][CH:50]=2)=[C:47]([F:56])[C:46]([O:57][CH2:58][CH3:59])=[C:45]([CH:60]=[O:61])[CH:44]=1. (4) Given the product [NH2:1][C:4]1[CH:5]=[CH:6][C:7]([C:10]2[S:11][C:12]3[CH:18]=[CH:17][CH:16]=[CH:15][C:13]=3[N:14]=2)=[CH:8][CH:9]=1, predict the reactants needed to synthesize it. The reactants are: [N+:1]([C:4]1[CH:9]=[CH:8][C:7]([C:10]2[S:11][C:12]3[CH:18]=[CH:17][CH:16]=[CH:15][C:13]=3[N:14]=2)=[CH:6][CH:5]=1)([O-])=O.O.O.[Sn](Cl)Cl.